This data is from Full USPTO retrosynthesis dataset with 1.9M reactions from patents (1976-2016). The task is: Predict the reactants needed to synthesize the given product. (1) Given the product [Cl:1][C:2]1[C:3]([O:19][CH3:22])=[CH:4][C:5]2[C:14]3[C:9](=[C:10]([CH3:15])[N:11]=[CH:12][CH:13]=3)[C:8](=[O:16])[N:7]([CH3:17])[C:6]=2[CH:18]=1, predict the reactants needed to synthesize it. The reactants are: [Cl:1][C:2]1[C:3]([OH:19])=[CH:4][C:5]2[C:14]3[C:9](=[C:10]([CH3:15])[N:11]=[CH:12][CH:13]=3)[C:8](=[O:16])[N:7]([CH3:17])[C:6]=2[CH:18]=1.[H-].[Na+].[CH3:22]I. (2) Given the product [F:20][C:18]1[CH:19]=[C:14]([CH:15]=[C:16]([F:21])[CH:17]=1)[CH2:13][CH:11]1[CH2:12][NH:8][CH2:9][CH:10]1[C:22]#[N:23], predict the reactants needed to synthesize it. The reactants are: C([N:8]1[CH2:12][CH:11]([CH2:13][C:14]2[CH:19]=[C:18]([F:20])[CH:17]=[C:16]([F:21])[CH:15]=2)[CH:10]([C:22]#[N:23])[CH2:9]1)C1C=CC=CC=1.ClC(OC(Cl)C)=O. (3) Given the product [NH2:8][C:9]1[N:14]=[C:13]([N:15]2[CH2:20][CH2:19][O:18][CH2:17][CH2:16]2)[N:12]=[C:11]([C:21]#[N:22])[CH:10]=1, predict the reactants needed to synthesize it. The reactants are: C([N:8](C(OC(C)(C)C)=O)[C:9]1[N:14]=[C:13]([N:15]2[CH2:20][CH2:19][O:18][CH2:17][CH2:16]2)[N:12]=[C:11]([C:21]#[N:22])[CH:10]=1)(OC(C)(C)C)=O.FC(F)(F)C(O)=O.